This data is from NCI-60 drug combinations with 297,098 pairs across 59 cell lines. The task is: Regression. Given two drug SMILES strings and cell line genomic features, predict the synergy score measuring deviation from expected non-interaction effect. (1) Drug 1: C1CC(C1)(C(=O)O)C(=O)O.[NH2-].[NH2-].[Pt+2]. Drug 2: C1=NC(=NC(=O)N1C2C(C(C(O2)CO)O)O)N. Cell line: COLO 205. Synergy scores: CSS=27.8, Synergy_ZIP=-4.98, Synergy_Bliss=0.530, Synergy_Loewe=-6.88, Synergy_HSA=1.23. (2) Drug 1: CC12CCC(CC1=CCC3C2CCC4(C3CC=C4C5=CN=CC=C5)C)O. Drug 2: CC1CCC2CC(C(=CC=CC=CC(CC(C(=O)C(C(C(=CC(C(=O)CC(OC(=O)C3CCCCN3C(=O)C(=O)C1(O2)O)C(C)CC4CCC(C(C4)OC)O)C)C)O)OC)C)C)C)OC. Cell line: TK-10. Synergy scores: CSS=30.4, Synergy_ZIP=4.41, Synergy_Bliss=5.78, Synergy_Loewe=-5.63, Synergy_HSA=5.93. (3) Drug 1: CN(C)C1=NC(=NC(=N1)N(C)C)N(C)C. Drug 2: CCN(CC)CCCC(C)NC1=C2C=C(C=CC2=NC3=C1C=CC(=C3)Cl)OC. Cell line: RXF 393. Synergy scores: CSS=22.3, Synergy_ZIP=-0.00532, Synergy_Bliss=8.03, Synergy_Loewe=-32.2, Synergy_HSA=5.05. (4) Drug 1: C1=CN(C(=O)N=C1N)C2C(C(C(O2)CO)O)O.Cl. Drug 2: CCC1=C2CN3C(=CC4=C(C3=O)COC(=O)C4(CC)O)C2=NC5=C1C=C(C=C5)O. Cell line: DU-145. Synergy scores: CSS=65.1, Synergy_ZIP=1.42, Synergy_Bliss=2.41, Synergy_Loewe=-0.726, Synergy_HSA=0.576. (5) Drug 1: CC1=CC=C(C=C1)C2=CC(=NN2C3=CC=C(C=C3)S(=O)(=O)N)C(F)(F)F. Drug 2: COC1=C2C(=CC3=C1OC=C3)C=CC(=O)O2. Cell line: OVCAR-8. Synergy scores: CSS=-0.239, Synergy_ZIP=1.40, Synergy_Bliss=4.30, Synergy_Loewe=-2.72, Synergy_HSA=-1.65. (6) Drug 1: CC1C(C(CC(O1)OC2CC(CC3=C2C(=C4C(=C3O)C(=O)C5=C(C4=O)C(=CC=C5)OC)O)(C(=O)CO)O)N)O.Cl. Drug 2: CN(CC1=CN=C2C(=N1)C(=NC(=N2)N)N)C3=CC=C(C=C3)C(=O)NC(CCC(=O)O)C(=O)O. Cell line: SN12C. Synergy scores: CSS=44.1, Synergy_ZIP=-7.12, Synergy_Bliss=1.21, Synergy_Loewe=1.55, Synergy_HSA=2.29.